This data is from TCR-epitope binding with 47,182 pairs between 192 epitopes and 23,139 TCRs. The task is: Binary Classification. Given a T-cell receptor sequence (or CDR3 region) and an epitope sequence, predict whether binding occurs between them. The epitope is IQYIDIGNY. The TCR CDR3 sequence is CATSPRGGNQPQHF. Result: 0 (the TCR does not bind to the epitope).